From a dataset of Catalyst prediction with 721,799 reactions and 888 catalyst types from USPTO. Predict which catalyst facilitates the given reaction. Reactant: S(=O)(=O)(O)O.Cl.[CH:7]([C:10]1[CH:15]=[CH:14][C:13]([NH:16]N)=[CH:12][CH:11]=1)([CH3:9])[CH3:8].[CH3:18][N:19]1[CH2:24][CH2:23][CH2:22][CH2:21][C:20]1=O. Product: [CH:7]([C:10]1[CH:15]=[CH:14][C:13]2[NH:16][C:22]3[CH2:23][CH2:24][N:19]([CH3:18])[CH2:20][C:21]=3[C:12]=2[CH:11]=1)([CH3:9])[CH3:8]. The catalyst class is: 12.